From a dataset of Peptide-MHC class II binding affinity with 134,281 pairs from IEDB. Regression. Given a peptide amino acid sequence and an MHC pseudo amino acid sequence, predict their binding affinity value. This is MHC class II binding data. (1) The peptide sequence is VIPEGWKADTSYESK. The MHC is HLA-DPA10103-DPB10201 with pseudo-sequence HLA-DPA10103-DPB10201. The binding affinity (normalized) is 0. (2) The peptide sequence is GESQIVDKIDAAFKI. The MHC is DRB1_0401 with pseudo-sequence DRB1_0401. The binding affinity (normalized) is 0.445. (3) The peptide sequence is FPDRASIIRLVGAVL. The MHC is DRB1_0101 with pseudo-sequence DRB1_0101. The binding affinity (normalized) is 0.645. (4) The peptide sequence is KFAEGRRGAAEVLVVK. The MHC is DRB5_0101 with pseudo-sequence DRB5_0101. The binding affinity (normalized) is 0. (5) The peptide sequence is DKVYEILKINSVKYY. The binding affinity (normalized) is 0.535. The MHC is DRB1_1501 with pseudo-sequence DRB1_1501.